This data is from Full USPTO retrosynthesis dataset with 1.9M reactions from patents (1976-2016). The task is: Predict the reactants needed to synthesize the given product. (1) Given the product [CH3:1][N:2]([CH3:8])[C@H:3]1[CH2:7][CH2:6][N:5]([C:17]2[C:18]([C:35]3[CH:40]=[CH:39][CH:38]=[CH:37][CH:36]=3)=[C:19]([CH3:34])[C:20]([C:32]#[N:33])=[C:21]3[C:25]=2[O:24][C:23]([CH2:26][C:27]2[O:28][CH:29]=[CH:30][CH:31]=2)=[N:22]3)[CH2:4]1, predict the reactants needed to synthesize it. The reactants are: [CH3:1][N:2]([CH3:8])[C@H:3]1[CH2:7][CH2:6][NH:5][CH2:4]1.C(N(CC)CC)C.F[C:17]1[C:18]([C:35]2[CH:40]=[CH:39][CH:38]=[CH:37][CH:36]=2)=[C:19]([CH3:34])[C:20]([C:32]#[N:33])=[C:21]2[C:25]=1[O:24][C:23]([CH2:26][C:27]1[O:28][CH:29]=[CH:30][CH:31]=1)=[N:22]2. (2) Given the product [C:1]([O:9][CH2:10][C@@H:11]1[C@@H:15]([F:16])[C@@:14]([O:18][C:21](=[O:28])[C:22]2[CH:27]=[CH:26][CH:25]=[CH:24][CH:23]=2)([CH3:17])[C@H:13]([O:19][CH3:20])[O:12]1)(=[O:8])[C:2]1[CH:3]=[CH:4][CH:5]=[CH:6][CH:7]=1.[C:1]([O:9][CH2:10][C@@H:11]1[C@@H:15]([F:16])[C@:14]([O:18][C:21](=[O:28])[C:22]2[CH:27]=[CH:26][CH:25]=[CH:24][CH:23]=2)([CH3:17])[C@H:13]([O:19][CH3:20])[O:12]1)(=[O:8])[C:2]1[CH:3]=[CH:4][CH:5]=[CH:6][CH:7]=1, predict the reactants needed to synthesize it. The reactants are: [C:1]([O:9][CH2:10][C@@H:11]1[C@@H:15]([F:16])[C@:14]([OH:18])([CH3:17])[C@H:13]([O:19][CH3:20])[O:12]1)(=[O:8])[C:2]1[CH:7]=[CH:6][CH:5]=[CH:4][CH:3]=1.[C:21](Cl)(=[O:28])[C:22]1[CH:27]=[CH:26][CH:25]=[CH:24][CH:23]=1. (3) Given the product [C:1]1(=[O:12])[C:10]2[CH:9]=[CH:8][CH:7]=[CH:6][C:5]=2[CH2:4][CH2:3][O:2]1, predict the reactants needed to synthesize it. The reactants are: [CH2:1]1[C:10]2[C:5](=[CH:6][CH:7]=[CH:8][CH:9]=2)[CH2:4][CH2:3][O:2]1.[Mn]([O-])(=O)(=O)=[O:12].[K+]. (4) The reactants are: [OH:1][C:2]1[CH:9]=[CH:8][C:5]([CH:6]=[O:7])=[CH:4][C:3]=1[O:10][CH3:11].C(=O)([O-])[O-].[K+].[K+].[Cl:18][C:19]1[CH:24]=[C:23]([C:25]([F:28])([F:27])[F:26])[CH:22]=[CH:21][C:20]=1F.O. Given the product [Cl:18][C:19]1[CH:24]=[C:23]([C:25]([F:26])([F:27])[F:28])[CH:22]=[CH:21][C:20]=1[O:1][C:2]1[CH:9]=[CH:8][C:5]([CH:6]=[O:7])=[CH:4][C:3]=1[O:10][CH3:11], predict the reactants needed to synthesize it. (5) Given the product [CH:13]([C:14]1([C:16]2[CH:21]=[CH:20][N:19]=[CH:18][CH:17]=2)[CH2:1][O:15]1)([CH3:22])[CH3:12], predict the reactants needed to synthesize it. The reactants are: [CH3:1]C(C)([O-])C.[K+].[I-].C[S+](C)C.[CH3:12][CH:13]([CH3:22])[C:14]([C:16]1[CH:21]=[CH:20][N:19]=[CH:18][CH:17]=1)=[O:15]. (6) Given the product [Cl:1][CH:2]1[C:6]([CH3:8])([CH3:7])[O:5][N:4]=[C:3]1[S:9]([CH2:11][C:12]1[C:13]([C:24]([F:27])([F:26])[F:25])=[N:14][N:15]([CH3:23])[C:16]=1[O:17][CH2:18][C:19]([F:20])([F:21])[F:22])(=[O:33])=[O:10], predict the reactants needed to synthesize it. The reactants are: [Cl:1][CH:2]1[C:6]([CH3:8])([CH3:7])[O:5][N:4]=[C:3]1[S:9]([CH2:11][C:12]1[C:13]([C:24]([F:27])([F:26])[F:25])=[N:14][N:15]([CH3:23])[C:16]=1[O:17][CH2:18][C:19]([F:22])([F:21])[F:20])=[O:10].ClC1C=C(C=CC=1)C(OO)=[O:33]. (7) Given the product [NH2:14][C:10]1[C:9]([N+:15]([O-:17])=[O:16])=[C:8]([O:7][C:6]2[C:5]([F:19])=[CH:4][C:3]([F:20])=[C:2]([NH:1][C:27](=[O:28])[C:26]3[CH:30]=[CH:31][CH:32]=[C:24]([O:23][C:22]([F:21])([F:33])[F:34])[CH:25]=3)[CH:18]=2)[CH:13]=[CH:12][N:11]=1, predict the reactants needed to synthesize it. The reactants are: [NH2:1][C:2]1[C:3]([F:20])=[CH:4][C:5]([F:19])=[C:6]([CH:18]=1)[O:7][C:8]1[CH:13]=[CH:12][N:11]=[C:10]([NH2:14])[C:9]=1[N+:15]([O-:17])=[O:16].[F:21][C:22]([F:34])([F:33])[O:23][C:24]1[CH:25]=[C:26]([CH:30]=[CH:31][CH:32]=1)[C:27](Cl)=[O:28]. (8) Given the product [N:1]([C:2]1[C:11]([C:12]2[CH:17]=[CH:16][CH:15]=[C:14]([CH:18]=[O:19])[CH:13]=2)=[N:10][C:9]([Br:20])=[CH:8][C:3]=1[C:4]([O:6][CH3:7])=[O:5])=[N+:25]=[N-:26], predict the reactants needed to synthesize it. The reactants are: [NH2:1][C:2]1[C:11]([C:12]2[CH:17]=[CH:16][CH:15]=[C:14]([CH2:18][OH:19])[CH:13]=2)=[N:10][C:9]([Br:20])=[CH:8][C:3]=1[C:4]([O:6][CH3:7])=[O:5].N([O-])=O.[Na+].[N-:25]=[N+:26]=[N-].[Na+].CCOCC. (9) Given the product [F:52][C:53]1[CH:58]=[C:57]([F:59])[CH:56]=[CH:55][C:54]=1[S:60]([NH:31][C:32]1[CH:33]=[CH:34][C:35]([C:38]2[S:42][C:41]([CH2:43][NH:44][S:45]([C:48]([F:49])([F:50])[F:51])(=[O:47])=[O:46])=[N:40][CH:39]=2)=[CH:36][CH:37]=1)(=[O:62])=[O:61], predict the reactants needed to synthesize it. The reactants are: FC(F)(F)S(NCC1SC(C2C=CC(NS(C3C=CC=CC=3)(=O)=O)=CC=2)=CN=1)(=O)=O.[NH2:31][C:32]1[CH:37]=[CH:36][C:35]([C:38]2[S:42][C:41]([CH2:43][NH:44][S:45]([C:48]([F:51])([F:50])[F:49])(=[O:47])=[O:46])=[N:40][CH:39]=2)=[CH:34][CH:33]=1.[F:52][C:53]1[CH:58]=[C:57]([F:59])[CH:56]=[CH:55][C:54]=1[S:60](Cl)(=[O:62])=[O:61]. (10) Given the product [S:23]1[C:27]2[CH:28]=[CH:29][CH:30]=[CH:31][C:26]=2[CH:25]=[C:24]1[C:2]1[CH:10]=[CH:9][C:8]([NH:11][C:12](=[O:22])[CH:13]([C:16]2[CH:21]=[CH:20][CH:19]=[CH:18][CH:17]=2)[CH2:14][CH3:15])=[CH:7][C:3]=1[C:4]([NH2:6])=[O:5], predict the reactants needed to synthesize it. The reactants are: I[C:2]1[CH:10]=[CH:9][C:8]([NH:11][C:12](=[O:22])[CH:13]([C:16]2[CH:21]=[CH:20][CH:19]=[CH:18][CH:17]=2)[CH2:14][CH3:15])=[CH:7][C:3]=1[C:4]([NH2:6])=[O:5].[S:23]1[C:27]2[CH:28]=[CH:29][CH:30]=[CH:31][C:26]=2[CH:25]=[C:24]1B(O)O.C(=O)([O-])[O-].[Na+].[Na+].